This data is from NCI-60 drug combinations with 297,098 pairs across 59 cell lines. The task is: Regression. Given two drug SMILES strings and cell line genomic features, predict the synergy score measuring deviation from expected non-interaction effect. (1) Drug 1: C1=CC(=CC=C1CCC2=CNC3=C2C(=O)NC(=N3)N)C(=O)NC(CCC(=O)O)C(=O)O. Drug 2: CC1C(C(CC(O1)OC2CC(CC3=C2C(=C4C(=C3O)C(=O)C5=CC=CC=C5C4=O)O)(C(=O)C)O)N)O. Cell line: SK-MEL-5. Synergy scores: CSS=63.3, Synergy_ZIP=-5.02, Synergy_Bliss=-4.29, Synergy_Loewe=-10.2, Synergy_HSA=0.907. (2) Cell line: T-47D. Synergy scores: CSS=-1.18, Synergy_ZIP=0.924, Synergy_Bliss=1.01, Synergy_Loewe=1.37, Synergy_HSA=-0.276. Drug 1: CC1=C2C(C(=O)C3(C(CC4C(C3C(C(C2(C)C)(CC1OC(=O)C(C(C5=CC=CC=C5)NC(=O)C6=CC=CC=C6)O)O)OC(=O)C7=CC=CC=C7)(CO4)OC(=O)C)O)C)OC(=O)C. Drug 2: CN(CC1=CN=C2C(=N1)C(=NC(=N2)N)N)C3=CC=C(C=C3)C(=O)NC(CCC(=O)O)C(=O)O. (3) Drug 1: CCC1(CC2CC(C3=C(CCN(C2)C1)C4=CC=CC=C4N3)(C5=C(C=C6C(=C5)C78CCN9C7C(C=CC9)(C(C(C8N6C)(C(=O)OC)O)OC(=O)C)CC)OC)C(=O)OC)O.OS(=O)(=O)O. Drug 2: C1=NC2=C(N1)C(=S)N=CN2. Cell line: MALME-3M. Synergy scores: CSS=14.8, Synergy_ZIP=-3.40, Synergy_Bliss=1.33, Synergy_Loewe=-1.39, Synergy_HSA=-1.02. (4) Drug 1: C1CN(P(=O)(OC1)NCCCl)CCCl. Drug 2: C1C(C(OC1N2C=NC(=NC2=O)N)CO)O. Cell line: SK-MEL-28. Synergy scores: CSS=-2.80, Synergy_ZIP=1.05, Synergy_Bliss=0.498, Synergy_Loewe=-0.333, Synergy_HSA=-1.78. (5) Drug 1: C1=CC=C(C=C1)NC(=O)CCCCCCC(=O)NO. Drug 2: C1CC(=O)NC(=O)C1N2C(=O)C3=CC=CC=C3C2=O. Cell line: UACC-257. Synergy scores: CSS=23.8, Synergy_ZIP=-5.81, Synergy_Bliss=0.0302, Synergy_Loewe=-19.7, Synergy_HSA=-0.985. (6) Cell line: EKVX. Drug 1: CC1=C(C=C(C=C1)NC2=NC=CC(=N2)N(C)C3=CC4=NN(C(=C4C=C3)C)C)S(=O)(=O)N.Cl. Drug 2: CC1CCCC2(C(O2)CC(NC(=O)CC(C(C(=O)C(C1O)C)(C)C)O)C(=CC3=CSC(=N3)C)C)C. Synergy scores: CSS=3.39, Synergy_ZIP=7.43, Synergy_Bliss=4.90, Synergy_Loewe=3.59, Synergy_HSA=3.41.